This data is from Full USPTO retrosynthesis dataset with 1.9M reactions from patents (1976-2016). The task is: Predict the reactants needed to synthesize the given product. (1) Given the product [CH2:1]([O:3][C:4]([C:6]1[O:14][C:21]2=[N:22][CH:23]=[CH:24][C:25]([CH3:26])=[C:20]2[C:19]=1[OH:28])=[O:5])[CH3:2], predict the reactants needed to synthesize it. The reactants are: [CH2:1]([O:3][C:4]([C:6]1[O:14]C2N=NC=CC=2C=1O)=[O:5])[CH3:2].C(O[C:19](=[O:28])[C:20]1[C:25]([CH3:26])=[CH:24][CH:23]=[N:22][C:21]=1Cl)C. (2) Given the product [CH:13]1([N:17]2[CH2:22][CH2:21][N:20]([C:2]3[CH:12]=[CH:11][C:5]([C:6]([O:8][CH2:9][CH3:10])=[O:7])=[CH:4][CH:3]=3)[CH2:19][CH2:18]2)[CH2:16][CH2:15][CH2:14]1, predict the reactants needed to synthesize it. The reactants are: F[C:2]1[CH:12]=[CH:11][C:5]([C:6]([O:8][CH2:9][CH3:10])=[O:7])=[CH:4][CH:3]=1.[CH:13]1([N:17]2[CH2:22][CH2:21][NH:20][CH2:19][CH2:18]2)[CH2:16][CH2:15][CH2:14]1. (3) Given the product [CH2:22]([NH:29][CH2:12][C:11]1[CH:14]=[C:15]([C:18]([F:21])([F:20])[F:19])[CH:16]=[CH:17][C:10]=1[C:4]1[C:5]([O:8][CH3:9])=[N:6][CH:7]=[C:2]([Br:1])[CH:3]=1)[C:23]1[CH:28]=[CH:27][CH:26]=[CH:25][CH:24]=1, predict the reactants needed to synthesize it. The reactants are: [Br:1][C:2]1[CH:3]=[C:4]([C:10]2[CH:17]=[CH:16][C:15]([C:18]([F:21])([F:20])[F:19])=[CH:14][C:11]=2[CH:12]=O)[C:5]([O:8][CH3:9])=[N:6][CH:7]=1.[CH2:22]([NH2:29])[C:23]1[CH:28]=[CH:27][CH:26]=[CH:25][CH:24]=1. (4) Given the product [Cl:30][C:2]1[N:7]2[CH:8]=[N:9][N:10]=[C:6]2[C:5]([C:11]2[CH:16]=[CH:15][CH:14]=[C:13]([C:17]([F:20])([F:19])[F:18])[CH:12]=2)=[C:4]([C:21]2[CH:26]=[CH:25][N:24]=[C:23]([Cl:27])[CH:22]=2)[N:3]=1, predict the reactants needed to synthesize it. The reactants are: O[C:2]1[N:7]2[CH:8]=[N:9][N:10]=[C:6]2[C:5]([C:11]2[CH:16]=[CH:15][CH:14]=[C:13]([C:17]([F:20])([F:19])[F:18])[CH:12]=2)=[C:4]([C:21]2[CH:26]=[CH:25][N:24]=[C:23]([Cl:27])[CH:22]=2)[N:3]=1.O=P(Cl)(Cl)[Cl:30].C(N(C(C)C)CC)(C)C. (5) Given the product [CH3:1][O:2][CH2:3][CH2:4][N:5]([CH3:20])[C:6](=[N:8][C:9]1[CH:17]=[C:16]2[C:12]([CH2:13][C@@H:14]([OH:19])[C@@H:15]2[NH:18][C:44]([C:46]2[CH:51]=[CH:50][C:49]([C:52]3[CH:53]=[CH:54][CH:55]=[CH:56][CH:57]=3)=[CH:48][CH:47]=2)=[O:43])=[CH:11][CH:10]=1)[CH3:7], predict the reactants needed to synthesize it. The reactants are: [CH3:1][O:2][CH2:3][CH2:4][N:5]([CH3:20])[C:6](=[N:8][C:9]1[CH:17]=[C:16]2[C:12]([CH2:13][C@@H:14]([OH:19])[C@@H:15]2[NH-:18])=[CH:11][CH:10]=1)[CH3:7].C(OC(=O)N)(C)(C)C.C(N(CC)CC)C.O=C1CCC(=O)N1[O:43][C:44]([C:46]1[CH:51]=[CH:50][C:49]([C:52]2[CH:57]=[CH:56][CH:55]=[CH:54][CH:53]=2)=[CH:48][CH:47]=1)=O.